The task is: Predict the reaction yield, written as a fraction of the theoretical maximum amount of product (1.0 means a 100% yield; for example, 0.34 means a 34% yield).. This data is from Reaction yield outcomes from USPTO patents with 853,638 reactions. (1) The reactants are CC(CC)C(=O)C.C(OC#CC)C.[CH3:14][C:15](=[C:21]([CH3:26])[CH:22]([CH3:25])[CH2:23][CH3:24])[C:16]([O:18][CH2:19][CH3:20])=[O:17].[OH-].[K+].P(=O)(O)(O)O. The catalyst is C(O)C.O.O. The product is [CH3:14][C:15](=[C:21]([CH3:26])[CH:22]([CH3:25])[CH2:23][CH3:24])[C:16]([O:18][CH2:19][CH3:20])=[O:17].[CH3:14][C:15](=[C:21]([CH3:26])[CH:22]([CH3:25])[CH2:23][CH3:24])[C:16]([OH:18])=[O:17]. The yield is 0.460. (2) The reactants are [CH3:1][O:2][C:3](=[O:19])[C:4]1[CH:9]=[C:8]([N:10]2[CH:15]=[CH:14][C:13]([CH3:16])=[CH:12][C:11]2=[O:17])[CH:7]=[C:6]([NH2:18])[CH:5]=1.[N-:20]=[N+:21]=[N-:22].[Na+].[CH:24](OCC)(OCC)OCC. The catalyst is CC(O)=O. The product is [CH3:1][O:2][C:3](=[O:19])[C:4]1[CH:5]=[C:6]([N:18]2[CH:24]=[N:22][N:21]=[N:20]2)[CH:7]=[C:8]([N:10]2[CH:15]=[CH:14][C:13]([CH3:16])=[CH:12][C:11]2=[O:17])[CH:9]=1. The yield is 1.00.